Dataset: Catalyst prediction with 721,799 reactions and 888 catalyst types from USPTO. Task: Predict which catalyst facilitates the given reaction. (1) Reactant: CS(O[CH2:6][CH2:7][CH2:8][CH2:9][C:10]12[CH2:17][CH2:16][C:13]([C:18]3[CH:23]=[CH:22][CH:21]=[C:20]([O:24][CH:25]4[CH2:30][CH2:29][CH2:28][CH2:27][O:26]4)[CH:19]=3)([CH2:14][CH2:15]1)[O:12][CH2:11]2)(=O)=O.[C-:31]#[N:32].[Na+]. Product: [O:26]1[CH2:27][CH2:28][CH2:29][CH2:30][CH:25]1[O:24][C:20]1[CH:19]=[C:18]([C:13]23[CH2:14][CH2:15][C:10]([CH2:9][CH2:8][CH2:7][CH2:6][C:31]#[N:32])([CH2:17][CH2:16]2)[CH2:11][O:12]3)[CH:23]=[CH:22][CH:21]=1. The catalyst class is: 31. (2) Reactant: [CH2:1]([S:3]([CH2:6][CH2:7][C:8]12[CH2:15][CH2:14][C:11]([C:16]([NH:18][CH3:19])=O)([CH2:12][CH2:13]1)[CH2:10][CH2:9]2)(=[O:5])=[O:4])[CH3:2].C(Cl)(=O)C(Cl)=O.[F:26][C:27]([F:40])([F:39])[C:28]1[CH:33]=[CH:32][CH:31]=[CH:30][C:29]=1[C:34]1NN=[N:36][N:35]=1. Product: [CH2:1]([S:3]([CH2:6][CH2:7][C:8]12[CH2:15][CH2:14][C:11]([C:16]3[N:18]([CH3:19])[C:34]([C:29]4[CH:30]=[CH:31][CH:32]=[CH:33][C:28]=4[C:27]([F:26])([F:40])[F:39])=[N:35][N:36]=3)([CH2:12][CH2:13]1)[CH2:10][CH2:9]2)(=[O:5])=[O:4])[CH3:2]. The catalyst class is: 59. (3) Reactant: C(OC(=O)[NH:5][C:6]1[CH:11]=[CH:10][C:9]([S:12](=[O:22])(=[O:21])[NH:13][CH2:14][C:15]2[CH:20]=[CH:19][CH:18]=[CH:17][CH:16]=2)=[CH:8][C:7]=1[N+:23]([O-:25])=[O:24])C.[OH-].[Na+].Cl. Product: [NH2:5][C:6]1[CH:11]=[CH:10][C:9]([S:12]([NH:13][CH2:14][C:15]2[CH:20]=[CH:19][CH:18]=[CH:17][CH:16]=2)(=[O:22])=[O:21])=[CH:8][C:7]=1[N+:23]([O-:25])=[O:24]. The catalyst class is: 8. (4) Reactant: [NH2:1][C:2]1[N:7]=[CH:6][C:5]([C:8]2[N:9]=[C:10]([N:34]3[CH2:39][CH2:38][O:37][CH2:36][CH2:35]3)[C:11]3[S:16][C:15]([CH2:17][N:18]4[CH2:23][CH2:22][N:21]([C:24](=[O:33])[CH2:25][O:26][CH:27]5[CH2:32][CH2:31][CH2:30][CH2:29][O:28]5)[CH2:20][CH2:19]4)=[CH:14][C:12]=3[N:13]=2)=[CH:4][CH:3]=1.[C:40](OC(=O)C)(=[O:42])[CH3:41]. Product: [O:37]1[CH2:36][CH2:35][N:34]([C:10]2[C:11]3[S:16][C:15]([CH2:17][N:18]4[CH2:19][CH2:20][N:21]([C:24](=[O:33])[CH2:25][O:26][CH:27]5[CH2:32][CH2:31][CH2:30][CH2:29][O:28]5)[CH2:22][CH2:23]4)=[CH:14][C:12]=3[N:13]=[C:8]([C:5]3[CH:4]=[CH:3][C:2]([NH:1][C:40](=[O:42])[CH3:41])=[N:7][CH:6]=3)[N:9]=2)[CH2:39][CH2:38]1. The catalyst class is: 17. (5) Reactant: [CH2:1]([C@@:4]1([C:25]2[CH:30]=[CH:29][C:28]([F:31])=[CH:27][CH:26]=2)[O:9][C:8](=[O:10])[N:7]([C@H:11]([C:13]2[CH:18]=[CH:17][C:16]([O:19][CH2:20][C:21]([F:24])([F:23])[F:22])=[CH:15][CH:14]=2)[CH3:12])[CH2:6][CH2:5]1)[CH:2]=[CH2:3].B.C1C[O:36]CC1. Product: [F:31][C:28]1[CH:29]=[CH:30][C:25]([C@:4]2([CH2:1][CH2:2][CH2:3][OH:36])[O:9][C:8](=[O:10])[N:7]([C@H:11]([C:13]3[CH:14]=[CH:15][C:16]([O:19][CH2:20][C:21]([F:23])([F:24])[F:22])=[CH:17][CH:18]=3)[CH3:12])[CH2:6][CH2:5]2)=[CH:26][CH:27]=1. The catalyst class is: 1. (6) Reactant: CS(O[CH:6]([C:24]1[CH:29]=[CH:28][C:27]([Br:30])=[CH:26][CH:25]=1)[CH2:7][CH2:8][CH:9](OS(C)(=O)=O)[C:10]1[CH:15]=[CH:14][C:13]([N+:16]([O-:18])=[O:17])=[CH:12][CH:11]=1)(=O)=O.[C:31]([C:35]1[CH:41]=[CH:40][C:38]([NH2:39])=[CH:37][CH:36]=1)([CH3:34])([CH3:33])[CH3:32]. Product: [Br:30][C:27]1[CH:28]=[CH:29][C:24]([CH:6]2[CH2:7][CH2:8][CH:9]([C:10]3[CH:15]=[CH:14][C:13]([N+:16]([O-:18])=[O:17])=[CH:12][CH:11]=3)[N:39]2[C:38]2[CH:40]=[CH:41][C:35]([C:31]([CH3:34])([CH3:33])[CH3:32])=[CH:36][CH:37]=2)=[CH:25][CH:26]=1. The catalyst class is: 3. (7) Reactant: [H-].[Na+].[CH3:3][O:4][C:5]([C@H:7]1[CH2:12][CH2:11][C@H:10]([CH2:13][N:14]2[C:18]3[CH:19]=[C:20]([OH:23])[CH:21]=[CH:22][C:17]=3[N:16]([CH3:24])[C:15]2=[O:25])[CH2:9][CH2:8]1)=[O:6].Br[CH2:27][C:28]1[CH:33]=[CH:32][C:31]([O:34][CH3:35])=[CH:30][CH:29]=1.O. Product: [CH3:3][O:4][C:5]([C@H:7]1[CH2:8][CH2:9][C@H:10]([CH2:13][N:14]2[C:18]3[CH:19]=[C:20]([O:23][CH2:27][C:28]4[CH:33]=[CH:32][C:31]([O:34][CH3:35])=[CH:30][CH:29]=4)[CH:21]=[CH:22][C:17]=3[N:16]([CH3:24])[C:15]2=[O:25])[CH2:11][CH2:12]1)=[O:6]. The catalyst class is: 3. (8) Reactant: Cl[C:2]1[N:3]=[C:4]([N:24]2[CH2:29][CH2:28][O:27][CH2:26][CH2:25]2)[C:5]2[N:10]=[C:9]([CH2:11][N:12]3[CH2:15][CH:14]([N:16]4[CH2:21][CH2:20][S:19](=[O:23])(=[O:22])[CH2:18][CH2:17]4)[CH2:13]3)[S:8][C:6]=2[N:7]=1.[CH3:30][C:31]1[NH:32][C:33]2[CH:39]=[CH:38][CH:37]=[CH:36][C:34]=2[N:35]=1.CC(C1C=C(C(C)C)C(C2C=CC=CC=2P(C2CCCCC2)C2CCCCC2)=C(C(C)C)C=1)C.C([O-])([O-])=O.[Cs+].[Cs+]. Product: [CH3:30][C:31]1[N:35]([C:2]2[N:3]=[C:4]([N:24]3[CH2:25][CH2:26][O:27][CH2:28][CH2:29]3)[C:5]3[N:10]=[C:9]([CH2:11][N:12]4[CH2:13][CH:14]([N:16]5[CH2:17][CH2:18][S:19](=[O:22])(=[O:23])[CH2:20][CH2:21]5)[CH2:15]4)[S:8][C:6]=3[N:7]=2)[C:34]2[CH:36]=[CH:37][CH:38]=[CH:39][C:33]=2[N:32]=1. The catalyst class is: 62. (9) Reactant: [C:1]([O:5][C:6](=[O:25])[C@@H:7]([NH2:24])[CH2:8][NH:9][C:10](=[O:23])[C:11]1[CH:16]=[CH:15][C:14]([CH2:17][CH2:18][C:19]([O:21][CH3:22])=[O:20])=[CH:13][CH:12]=1)([CH3:4])([CH3:3])[CH3:2].C(N(CC)CC)C.[N:33]1[C:42]2[C:37](=[CH:38][CH:39]=[CH:40][C:41]=2[S:43](Cl)(=[O:45])=[O:44])[CH:36]=[CH:35][CH:34]=1. Product: [C:1]([O:5][C:6](=[O:25])[C@@H:7]([NH:24][S:43]([C:41]1[CH:40]=[CH:39][CH:38]=[C:37]2[C:42]=1[N:33]=[CH:34][CH:35]=[CH:36]2)(=[O:44])=[O:45])[CH2:8][NH:9][C:10](=[O:23])[C:11]1[CH:12]=[CH:13][C:14]([CH2:17][CH2:18][C:19]([O:21][CH3:22])=[O:20])=[CH:15][CH:16]=1)([CH3:4])([CH3:2])[CH3:3]. The catalyst class is: 9.